Task: Predict the product of the given reaction.. Dataset: Forward reaction prediction with 1.9M reactions from USPTO patents (1976-2016) (1) Given the reactants [C:1]([O:5][C:6]([NH:8][C@@H:9]([CH2:27][C:28]1[CH:29]=[N:30][C:31]([C:34]([F:37])([F:36])[F:35])=[CH:32][CH:33]=1)[CH2:10][N:11]([C:19]1[S:20][CH:21]=[C:22]([C:24]#[C:25][CH3:26])[N:23]=1)[C:12](=[O:18])[O:13][C:14]([CH3:17])([CH3:16])[CH3:15])=[O:7])([CH3:4])([CH3:3])[CH3:2].[Br:38]N1C(=O)CCC1=O, predict the reaction product. The product is: [Br:38][C:21]1[S:20][C:19]([N:11]([CH2:10][C@@H:9]([NH:8][C:6]([O:5][C:1]([CH3:2])([CH3:3])[CH3:4])=[O:7])[CH2:27][C:28]2[CH:29]=[N:30][C:31]([C:34]([F:35])([F:36])[F:37])=[CH:32][CH:33]=2)[C:12](=[O:18])[O:13][C:14]([CH3:17])([CH3:16])[CH3:15])=[N:23][C:22]=1[C:24]#[C:25][CH3:26]. (2) Given the reactants Cl[C:2]1[CH:16]=[CH:15][C:5]2[C:6](=[O:14])[NH:7][C:8]3[C:13]([C:4]=2[CH:3]=1)=[CH:12][CH:11]=[CH:10][N:9]=3.[N:17]1[CH:22]=[CH:21][C:20]([CH2:23][NH2:24])=[CH:19][CH:18]=1.C1(P(C2CCCCC2)C2C=CC=CC=2C2C(C(C)C)=CC(C(C)C)=CC=2C(C)C)CCCCC1.CC(C)([O-])C.[Na+], predict the reaction product. The product is: [N:17]1[CH:22]=[CH:21][C:20]([CH2:23][NH:24][C:2]2[CH:16]=[CH:15][C:5]3[C:6](=[O:14])[NH:7][C:8]4[C:13]([C:4]=3[CH:3]=2)=[CH:12][CH:11]=[CH:10][N:9]=4)=[CH:19][CH:18]=1. (3) Given the reactants [F:1][C:2]1[CH:3]=[C:4]([CH:38]=[CH:39][CH:40]=1)[C:5]([C:7]1[CH:8]=[C:9]2[C:15]3([CH2:20][CH2:19][N:18]([C:21]([O:23][C:24]([CH3:27])([CH3:26])[CH3:25])=[O:22])[CH2:17][CH2:16]3)[CH2:14][N:13]([C:28]3[C:29]4[C@H:36]([CH3:37])[CH2:35][CH2:34][C:30]=4[N:31]=[CH:32][N:33]=3)[C:10]2=[CH:11][CH:12]=1)=[O:6].[BH4-].[Na+], predict the reaction product. The product is: [F:1][C:2]1[CH:3]=[C:4]([CH:5]([OH:6])[C:7]2[CH:8]=[C:9]3[C:15]4([CH2:20][CH2:19][N:18]([C:21]([O:23][C:24]([CH3:27])([CH3:26])[CH3:25])=[O:22])[CH2:17][CH2:16]4)[CH2:14][N:13]([C:28]4[C:29]5[C@H:36]([CH3:37])[CH2:35][CH2:34][C:30]=5[N:31]=[CH:32][N:33]=4)[C:10]3=[CH:11][CH:12]=2)[CH:38]=[CH:39][CH:40]=1. (4) Given the reactants [C:1]1([CH:7]([C:22]2[CH:27]=[CH:26][CH:25]=[CH:24][CH:23]=2)[CH:8]2[C:17]3[C:12](=[C:13]([O:20][CH3:21])[CH:14]=[CH:15][C:16]=3[O:18][CH3:19])[CH2:11][CH2:10][NH:9]2)[CH:6]=[CH:5][CH:4]=[CH:3][CH:2]=1.Br[CH2:29][C:30](Br)=[O:31].[CH3:33][O:34][C:35]1[CH:42]=[CH:41][CH:40]=[CH:39][C:36]=1[CH2:37][NH2:38], predict the reaction product. The product is: [C:22]1([CH:7]([C:1]2[CH:2]=[CH:3][CH:4]=[CH:5][CH:6]=2)[CH:8]2[C:17]3[C:12](=[C:13]([O:20][CH3:21])[CH:14]=[CH:15][C:16]=3[O:18][CH3:19])[CH2:11][CH2:10][N:9]2[CH2:29][C:30]([NH:38][CH2:37][C:36]2[CH:39]=[CH:40][CH:41]=[CH:42][C:35]=2[O:34][CH3:33])=[O:31])[CH:27]=[CH:26][CH:25]=[CH:24][CH:23]=1.